From a dataset of Forward reaction prediction with 1.9M reactions from USPTO patents (1976-2016). Predict the product of the given reaction. Given the reactants Cl.O1CCOCC1.[Br:8][C:9]1[N:14]2[CH:15]=[N:16][CH:17]=[C:13]2[C:12]([O:18][CH2:19][C@@H:20]2[CH2:25][CH2:24][CH2:23][N:22](C(OC(C)(C)C)=O)[CH2:21]2)=[N:11][C:10]=1[Cl:33], predict the reaction product. The product is: [Br:8][C:9]1[N:14]2[CH:15]=[N:16][CH:17]=[C:13]2[C:12]([O:18][CH2:19][C@@H:20]2[CH2:25][CH2:24][CH2:23][NH:22][CH2:21]2)=[N:11][C:10]=1[Cl:33].